From a dataset of Forward reaction prediction with 1.9M reactions from USPTO patents (1976-2016). Predict the product of the given reaction. (1) Given the reactants C([N:8]1[CH2:12][CH2:11][C@@H:10]([NH:13][C:14]2[N:19]=[CH:18][C:17](/[CH:20]=[CH:21]/[C:22]([O:24][CH2:25][CH3:26])=[O:23])=[CH:16][C:15]=2[Cl:27])[CH2:9]1)C1C=CC=CC=1.[Cl:28]C(OC(Cl)C)=O.C(N(CC)C(C)C)(C)C, predict the reaction product. The product is: [ClH:27].[ClH:28].[Cl:27][C:15]1[CH:16]=[C:17](/[CH:20]=[CH:21]/[C:22]([O:24][CH2:25][CH3:26])=[O:23])[CH:18]=[N:19][C:14]=1[NH:13][C@@H:10]1[CH2:11][CH2:12][NH:8][CH2:9]1. (2) Given the reactants [N:1]1[CH:6]=[CH:5][CH:4]=[CH:3][C:2]=1[CH2:7][C:8]#[N:9].[CH3:10][O:11][C:12]1[CH:13]=[C:14]([CH:17]=[CH:18][C:19]=1[O:20][CH3:21])[CH:15]=O, predict the reaction product. The product is: [CH3:10][O:11][C:12]1[CH:13]=[C:14](/[CH:15]=[C:7](/[C:2]2[CH:3]=[CH:4][CH:5]=[CH:6][N:1]=2)\[C:8]#[N:9])[CH:17]=[CH:18][C:19]=1[O:20][CH3:21]. (3) Given the reactants [CH2:1]([O:8][C:9]([CH2:11][CH2:12][O:13][C:14]1[C:22]([O:23][CH3:24])=[CH:21][C:17]([C:18]([OH:20])=O)=[C:16]([N+:25]([O-:27])=[O:26])[CH:15]=1)=[O:10])[C:2]1[CH:7]=[CH:6][CH:5]=[CH:4][CH:3]=1.[C:28](Cl)(=[O:32])[C:29](Cl)=O.C([N:36]([CH2:39][CH3:40])CC)C.[CH2:41](Cl)Cl, predict the reaction product. The product is: [CH2:1]([O:8][C:9](=[O:10])[CH2:11][CH2:12][O:13][C:14]1[CH:15]=[C:16]([N+:25]([O-:27])=[O:26])[C:17]([C:18]([N:36]2[CH2:39][CH2:40][CH2:41][CH:29]2[CH2:28][OH:32])=[O:20])=[CH:21][C:22]=1[O:23][CH3:24])[C:2]1[CH:3]=[CH:4][CH:5]=[CH:6][CH:7]=1.